From a dataset of NCI-60 drug combinations with 297,098 pairs across 59 cell lines. Regression. Given two drug SMILES strings and cell line genomic features, predict the synergy score measuring deviation from expected non-interaction effect. (1) Drug 1: CCC1(CC2CC(C3=C(CCN(C2)C1)C4=CC=CC=C4N3)(C5=C(C=C6C(=C5)C78CCN9C7C(C=CC9)(C(C(C8N6C)(C(=O)OC)O)OC(=O)C)CC)OC)C(=O)OC)O.OS(=O)(=O)O. Drug 2: COCCOC1=C(C=C2C(=C1)C(=NC=N2)NC3=CC=CC(=C3)C#C)OCCOC.Cl. Cell line: NCI-H460. Synergy scores: CSS=-1.70, Synergy_ZIP=1.54, Synergy_Bliss=1.31, Synergy_Loewe=-1.22, Synergy_HSA=-0.849. (2) Cell line: RPMI-8226. Synergy scores: CSS=54.0, Synergy_ZIP=-8.78, Synergy_Bliss=-6.56, Synergy_Loewe=-3.79, Synergy_HSA=-2.22. Drug 2: CC1C(C(CC(O1)OC2CC(CC3=C2C(=C4C(=C3O)C(=O)C5=C(C4=O)C(=CC=C5)OC)O)(C(=O)CO)O)N)O.Cl. Drug 1: CC1C(C(CC(O1)OC2CC(CC3=C2C(=C4C(=C3O)C(=O)C5=C(C4=O)C(=CC=C5)OC)O)(C(=O)CO)O)N)O.Cl. (3) Drug 1: CC1C(C(CC(O1)OC2CC(CC3=C2C(=C4C(=C3O)C(=O)C5=C(C4=O)C(=CC=C5)OC)O)(C(=O)C)O)N)O.Cl. Cell line: A498. Drug 2: CC1=C(C(=CC=C1)Cl)NC(=O)C2=CN=C(S2)NC3=CC(=NC(=N3)C)N4CCN(CC4)CCO. Synergy scores: CSS=25.0, Synergy_ZIP=-2.80, Synergy_Bliss=4.65, Synergy_Loewe=4.42, Synergy_HSA=4.99. (4) Drug 1: COC1=CC(=CC(=C1O)OC)C2C3C(COC3=O)C(C4=CC5=C(C=C24)OCO5)OC6C(C(C7C(O6)COC(O7)C8=CC=CS8)O)O. Drug 2: B(C(CC(C)C)NC(=O)C(CC1=CC=CC=C1)NC(=O)C2=NC=CN=C2)(O)O. Cell line: HOP-92. Synergy scores: CSS=41.6, Synergy_ZIP=-2.09, Synergy_Bliss=-3.21, Synergy_Loewe=-0.382, Synergy_HSA=-0.799. (5) Drug 1: C1CCC(C1)C(CC#N)N2C=C(C=N2)C3=C4C=CNC4=NC=N3. Drug 2: C1CC(C1)(C(=O)O)C(=O)O.[NH2-].[NH2-].[Pt+2]. Cell line: OVCAR-5. Synergy scores: CSS=0.655, Synergy_ZIP=3.48, Synergy_Bliss=2.73, Synergy_Loewe=-4.52, Synergy_HSA=-1.07. (6) Drug 1: C1=NC2=C(N1)C(=S)N=C(N2)N. Drug 2: CC(C)NC(=O)C1=CC=C(C=C1)CNNC.Cl. Cell line: RPMI-8226. Synergy scores: CSS=34.5, Synergy_ZIP=9.34, Synergy_Bliss=13.3, Synergy_Loewe=-33.9, Synergy_HSA=4.14. (7) Drug 1: C1C(C(OC1N2C=NC(=NC2=O)N)CO)O. Drug 2: C1CCC(C(C1)N)N.C(=O)(C(=O)[O-])[O-].[Pt+4]. Cell line: 786-0. Synergy scores: CSS=29.8, Synergy_ZIP=-7.00, Synergy_Bliss=0.283, Synergy_Loewe=3.73, Synergy_HSA=4.11.